From a dataset of Full USPTO retrosynthesis dataset with 1.9M reactions from patents (1976-2016). Predict the reactants needed to synthesize the given product. (1) The reactants are: [NH2:1][C:2]1[CH:7]=[CH:6][C:5]([N:8]2[C:14](=[O:15])[CH2:13][C:12](=[O:16])[NH:11][C:10]3[C:17]4[C:22]([CH:23]=[CH:24][C:9]2=3)=[CH:21][CH:20]=[CH:19][CH:18]=4)=[CH:4][CH:3]=1.[Br:25][C:26]1[CH:27]=[C:28]([CH:32]=[CH:33][CH:34]=1)[C:29](Cl)=[O:30].C(NC1C=CC(N2C(=O)CC(=O)NC3C4C(C=CC2=3)=CC=CC=4)=CC=1)(=O)C1C=CC=CC=1. Given the product [Br:25][C:26]1[CH:27]=[C:28]([CH:32]=[CH:33][CH:34]=1)[C:29]([NH:1][C:2]1[CH:7]=[CH:6][C:5]([N:8]2[C:14](=[O:15])[CH2:13][C:12](=[O:16])[NH:11][C:10]3[C:17]4[C:22]([CH:23]=[CH:24][C:9]2=3)=[CH:21][CH:20]=[CH:19][CH:18]=4)=[CH:4][CH:3]=1)=[O:30], predict the reactants needed to synthesize it. (2) Given the product [CH3:1][O:2][C:3](=[O:31])[C@@H:4]1[CH2:8][CH:7]([NH2:9])[CH2:6][N:5]1[C:12](=[O:30])[CH2:13][CH2:14][C:15]1[CH:20]=[CH:19][C:18]([CH2:21][NH:22][C:23]([O:25][C:26]([CH3:27])([CH3:28])[CH3:29])=[O:24])=[CH:17][CH:16]=1, predict the reactants needed to synthesize it. The reactants are: [CH3:1][O:2][C:3](=[O:31])[C@@H:4]1[CH2:8][CH:7]([N:9]=[N+]=[N-])[CH2:6][N:5]1[C:12](=[O:30])[CH2:13][CH2:14][C:15]1[CH:20]=[CH:19][C:18]([CH2:21][NH:22][C:23]([O:25][C:26]([CH3:29])([CH3:28])[CH3:27])=[O:24])=[CH:17][CH:16]=1.